Dataset: Full USPTO retrosynthesis dataset with 1.9M reactions from patents (1976-2016). Task: Predict the reactants needed to synthesize the given product. (1) Given the product [Br:21][CH2:13][C:4]1[C:5]2[O:9][C:8]([C:10]#[N:11])=[CH:7][C:6]=2[CH:12]=[C:2]([F:1])[CH:3]=1, predict the reactants needed to synthesize it. The reactants are: [F:1][C:2]1[CH:3]=[C:4]([CH3:13])[C:5]2[O:9][C:8]([C:10]#[N:11])=[CH:7][C:6]=2[CH:12]=1.C1C(=O)N([Br:21])C(=O)C1. (2) Given the product [CH2:3]([O:10][C:11]1[CH:12]=[CH:13][C:14]2[C:15]3[N:26]([CH2:27][CH:28]4[CH2:33][CH2:32][O:31][CH2:30][CH2:29]4)[C:22]([CH2:23][CH3:24])=[N:21][C:16]=3[CH:17]=[N:18][C:19]=2[CH:20]=1)[C:4]1[CH:5]=[CH:6][CH:7]=[CH:8][CH:9]=1, predict the reactants needed to synthesize it. The reactants are: Cl.Cl.[CH2:3]([O:10][C:11]1[CH:20]=[C:19]2[C:14]([C:15]([NH:26][CH2:27][CH:28]3[CH2:33][CH2:32][O:31][CH2:30][CH2:29]3)=[C:16]([NH:21][C:22](=O)[CH2:23][CH3:24])[CH:17]=[N:18]2)=[CH:13][CH:12]=1)[C:4]1[CH:9]=[CH:8][CH:7]=[CH:6][CH:5]=1.C(=O)([O-])[O-].[K+].[K+]. (3) Given the product [CH3:1][C:2]1[C:3]([N:9]2[CH2:14][CH2:13][N:12]([C:15]([C:17]3[CH:22]=[CH:21][C:20]([N:29]4[C:25]([CH3:31])([CH3:24])[CH2:26][CH2:27][C:28]4=[O:30])=[CH:19][CH:18]=3)=[O:16])[CH2:11][CH2:10]2)=[N:4][CH:5]=[C:6]([CH3:8])[CH:7]=1, predict the reactants needed to synthesize it. The reactants are: [CH3:1][C:2]1[C:3]([N:9]2[CH2:14][CH2:13][N:12]([C:15]([C:17]3[CH:22]=[CH:21][C:20](I)=[CH:19][CH:18]=3)=[O:16])[CH2:11][CH2:10]2)=[N:4][CH:5]=[C:6]([CH3:8])[CH:7]=1.[CH3:24][C:25]1([CH3:31])[NH:29][C:28](=[O:30])[CH2:27][CH2:26]1. (4) Given the product [Cl:1][C:2]1[CH:3]=[C:4]([CH:20]=[CH:21][CH:22]=1)[CH2:5][NH:6][C:7]([C:8]1[CH:13]=[CH:12][C:11]2[C:10]([CH:9]=1)=[N:16][N:23]([CH2:24][CH:25]([C:34]1[CH:39]=[CH:38][CH:37]=[CH:36][N:35]=1)[CH2:26][CH2:27][N:28]1[CH2:32][CH2:31][CH2:30][C:29]1=[O:33])[CH:14]=2)=[O:19], predict the reactants needed to synthesize it. The reactants are: [Cl:1][C:2]1[CH:3]=[C:4]([CH:20]=[CH:21][CH:22]=1)[CH2:5][NH:6][C:7](=[O:19])[C:8]1[CH:13]=[CH:12][C:11]([CH:14]=O)=[C:10]([N+:16]([O-])=O)[CH:9]=1.[NH2:23][CH2:24][CH:25]([C:34]1[CH:39]=[CH:38][CH:37]=[CH:36][N:35]=1)[CH2:26][CH2:27][N:28]1[CH2:32][CH2:31][CH2:30][C:29]1=[O:33].N1C2C(=CC=CC=2)C=N1. (5) Given the product [NH:1]1[C:5]2[CH:6]=[CH:7][CH:8]=[CH:9][C:4]=2[N:3]=[C:2]1[C:10](=[N:13][OH:14])[C:11]#[N:12], predict the reactants needed to synthesize it. The reactants are: [N:1]1[C:5]2[CH:6]=[CH:7][CH:8]=[CH:9][C:4]=2[NH:3][C:2]=1[CH2:10][C:11]#[N:12].[N:13]([O-])=[O:14].[Na+]. (6) Given the product [Cl:18][C:12]1[CH:13]=[CH:14][CH:15]=[C:16]([F:17])[C:11]=1[C:9]1[S:8][C:7]2[C:2]([NH:27][C:23]3[CH:22]=[C:21]([CH3:20])[N:26]=[CH:25][N:24]=3)=[N:3][CH:4]=[C:5]([F:19])[C:6]=2[N:10]=1, predict the reactants needed to synthesize it. The reactants are: Br[C:2]1[C:7]2[S:8][C:9]([C:11]3[C:16]([F:17])=[CH:15][CH:14]=[CH:13][C:12]=3[Cl:18])=[N:10][C:6]=2[C:5]([F:19])=[CH:4][N:3]=1.[CH3:20][C:21]1[N:26]=[CH:25][N:24]=[C:23]([NH2:27])[CH:22]=1.CC1(C)C2C(=C(P(C3C=CC=CC=3)C3C=CC=CC=3)C=CC=2)OC2C(P(C3C=CC=CC=3)C3C=CC=CC=3)=CC=CC1=2.C([O-])([O-])=O.[Cs+].[Cs+]. (7) Given the product [F:11][C:12]1[N:20]=[C:19]2[C:15]([N:16]=[CH:17][N:18]2[CH:21]2[CH2:26][CH2:25][CH2:24][CH2:23][O:22]2)=[C:14]([NH:1][C:2]2[CH:7]=[CH:6][C:5]([C:8](=[O:10])[CH3:9])=[CH:4][CH:3]=2)[N:13]=1, predict the reactants needed to synthesize it. The reactants are: [NH2:1][C:2]1[CH:7]=[CH:6][C:5]([C:8](=[O:10])[CH3:9])=[CH:4][CH:3]=1.[F:11][C:12]1[N:20]=[C:19]2[C:15]([N:16]=[CH:17][N:18]2[CH:21]2[CH2:26][CH2:25][CH2:24][CH2:23][O:22]2)=[C:14](Cl)[N:13]=1.C(N(C(C)C)CC)(C)C.